From a dataset of Peptide-MHC class I binding affinity with 185,985 pairs from IEDB/IMGT. Regression. Given a peptide amino acid sequence and an MHC pseudo amino acid sequence, predict their binding affinity value. This is MHC class I binding data. (1) The peptide sequence is SLPKTSGHY. The MHC is HLA-A02:02 with pseudo-sequence HLA-A02:02. The binding affinity (normalized) is 0. (2) The peptide sequence is SLVKKNKKR. The MHC is HLA-A68:02 with pseudo-sequence HLA-A68:02. The binding affinity (normalized) is 0. (3) The peptide sequence is FMVAWGKEA. The MHC is HLA-A02:12 with pseudo-sequence HLA-A02:12. The binding affinity (normalized) is 0.738.